Dataset: Full USPTO retrosynthesis dataset with 1.9M reactions from patents (1976-2016). Task: Predict the reactants needed to synthesize the given product. (1) Given the product [CH:6]([C:7]1[CH:12]=[CH:11][C:10]([CH2:13][C:14]([O:16][CH3:1])=[O:15])=[CH:9][CH:8]=1)=[O:5], predict the reactants needed to synthesize it. The reactants are: [C:1](Cl)(=O)C.[OH:5][CH2:6][C:7]1[CH:12]=[CH:11][C:10]([CH2:13][C:14]([OH:16])=[O:15])=[CH:9][CH:8]=1. (2) Given the product [CH2:29]([C:22]1([C:23]2[CH:28]=[CH:27][CH:26]=[CH:25][CH:24]=2)[C:16]2[CH2:15][N:14]([C:12](=[O:13])[C@@H:11]([NH:10][C:1](=[O:8])[C:2]3[CH:7]=[CH:6][CH:5]=[CH:4][CH:3]=3)[CH2:34][C:35]3[CH:36]=[CH:37][CH:38]=[CH:39][CH:40]=3)[CH2:19][CH2:18][C:17]=2[C:20](=[O:33])[O:21]1)[CH:30]([CH3:32])[CH3:31], predict the reactants needed to synthesize it. The reactants are: [C:1](Cl)(=[O:8])[C:2]1[CH:7]=[CH:6][CH:5]=[CH:4][CH:3]=1.[NH2:10][C@@H:11]([CH2:34][C:35]1[CH:40]=[CH:39][CH:38]=[CH:37][CH:36]=1)[C:12]([N:14]1[CH2:19][CH2:18][C:17]2[C:20](=[O:33])[O:21][C:22]([CH2:29][CH:30]([CH3:32])[CH3:31])([C:23]3[CH:28]=[CH:27][CH:26]=[CH:25][CH:24]=3)[C:16]=2[CH2:15]1)=[O:13]. (3) Given the product [O:3]1[CH:31]=[CH:26][CH:27]=[C:2]1[C:1]1([CH2:9][CH2:10][CH:5]([CH3:6])[CH3:15])[O:23][CH2:24][CH2:25][O:4]1, predict the reactants needed to synthesize it. The reactants are: [CH2:1]([OH:4])[CH2:2][OH:3].[C:5]1([CH3:15])[CH:10]=[CH:9]C(S(O)(=O)=O)=C[CH:6]=1.C([O:23][CH2:24][CH3:25])(OCC)OCC.[CH:26]1[CH:31]=CC=C[CH:27]=1. (4) The reactants are: [CH2:1]([O:8][C:9]([N:11]([CH2:13][C:14]1[CH:19]=[C:18]([N+:20]([O-:22])=[O:21])[CH:17]=[CH:16][C:15]=1[CH:23]([C:29]#[N:30])C(OCC)=O)[CH3:12])=[O:10])[C:2]1[CH:7]=[CH:6][CH:5]=[CH:4][CH:3]=1.[Cl-].[Li+].O. Given the product [C:29]([CH2:23][C:15]1[CH:16]=[CH:17][C:18]([N+:20]([O-:22])=[O:21])=[CH:19][C:14]=1[CH2:13][N:11]([CH3:12])[C:9](=[O:10])[O:8][CH2:1][C:2]1[CH:7]=[CH:6][CH:5]=[CH:4][CH:3]=1)#[N:30], predict the reactants needed to synthesize it. (5) Given the product [N:1]([CH2:4][C@H:5]1[CH2:9][CH2:8][C:7](=[O:10])[N:6]1[C:11]1[CH:41]=[C:40]([F:42])[CH:39]=[CH:38][C:12]=1[CH2:13][NH:14][C:15]([C:17]1[N:18]=[C:19]2[N:24]([C:25](=[O:35])[C:26]=1[OH:27])[CH2:23][CH2:22][O:21][C:20]2([CH3:37])[CH3:36])=[O:16])=[N+:2]=[N-:3], predict the reactants needed to synthesize it. The reactants are: [N:1]([CH2:4][C@H:5]1[CH2:9][CH2:8][C:7](=[O:10])[N:6]1[C:11]1[CH:41]=[C:40]([F:42])[CH:39]=[CH:38][C:12]=1[CH2:13][NH:14][C:15]([C:17]1[N:18]=[C:19]2[N:24]([C:25](=[O:35])[C:26]=1[O:27]CC1C=CC=CC=1)[CH2:23][CH2:22][O:21][C:20]2([CH3:37])[CH3:36])=[O:16])=[N+:2]=[N-:3].C(C(O)=O)(F)(F)F.C1(C)C=CC=CC=1. (6) Given the product [C:56]1([CH:49]([C:50]2[CH:55]=[CH:54][CH:53]=[CH:52][CH:51]=2)[CH2:48][NH:47][C:31]2[N:30]=[C:29]([N:26]3[CH2:27][CH2:28][CH:24]([N:21]4[CH2:20][CH2:19][NH:18][CH2:23][CH2:22]4)[CH2:25]3)[N:37]=[C:36]3[C:32]=2[N:33]=[CH:34][N:35]3[C@H:38]2[C@H:42]([OH:43])[C@H:41]([OH:44])[C@@H:40]([CH2:45][OH:46])[O:39]2)[CH:57]=[CH:58][CH:59]=[CH:60][CH:61]=1, predict the reactants needed to synthesize it. The reactants are: FC(F)(F)C(O)=O.C(OC([N:18]1[CH2:23][CH2:22][N:21]([CH:24]2[CH2:28][CH2:27][N:26]([C:29]3[N:37]=[C:36]4[C:32]([N:33]=[CH:34][N:35]4[C@H:38]4[C@H:42]([OH:43])[C@H:41]([OH:44])[C@@H:40]([CH2:45][OH:46])[O:39]4)=[C:31]([NH:47][CH2:48][CH:49]([C:56]4[CH:61]=[CH:60][CH:59]=[CH:58][CH:57]=4)[C:50]4[CH:55]=[CH:54][CH:53]=[CH:52][CH:51]=4)[N:30]=3)[CH2:25]2)[CH2:20][CH2:19]1)=O)C1C=CC=CC=1. (7) Given the product [Cl:16][C:11]1[CH:10]=[C:9]([NH:8][C:5]2[N:4]=[C:3]([NH:17][CH2:18][CH2:19][CH2:20][N:21]([CH3:23])[CH3:22])[C:2]([C:29]3[CH:28]=[N:27][C:26]([O:25][CH3:24])=[N:31][CH:30]=3)=[CH:7][N:6]=2)[CH:14]=[CH:13][C:12]=1[F:15], predict the reactants needed to synthesize it. The reactants are: Br[C:2]1[C:3]([NH:17][CH2:18][CH2:19][CH2:20][N:21]([CH3:23])[CH3:22])=[N:4][C:5]([NH:8][C:9]2[CH:14]=[CH:13][C:12]([F:15])=[C:11]([Cl:16])[CH:10]=2)=[N:6][CH:7]=1.[CH3:24][O:25][C:26]1[N:31]=[CH:30][C:29](B(O)O)=[CH:28][N:27]=1.C1(P(C2CCCCC2)C2C=CC=CC=2C2C(C(C)C)=CC(C(C)C)=CC=2C(C)C)CCCCC1.C(=O)([O-])[O-].[Na+].[Na+].